From a dataset of Forward reaction prediction with 1.9M reactions from USPTO patents (1976-2016). Predict the product of the given reaction. (1) Given the reactants [F:1][C:2]1[C:7]([O:8][CH3:9])=[CH:6][C:5]([O:10][CH3:11])=[C:4]([F:12])[C:3]=1[N:13]1[CH2:18][C:17]2[CH:19]=[N:20][C:21]([C:23]3[C:24]([CH3:29])=[N:25][N:26]([CH3:28])[CH:27]=3)=[CH:22][C:16]=2[N:15]([C:30]2[CH:35]=[CH:34][C:33]([NH:36]C(=O)OC(C)(C)C)=[CH:32][CH:31]=2)[C:14]1=[O:44].O1CCOCC1.Cl, predict the reaction product. The product is: [NH2:36][C:33]1[CH:34]=[CH:35][C:30]([N:15]2[C:16]3[CH:22]=[C:21]([C:23]4[C:24]([CH3:29])=[N:25][N:26]([CH3:28])[CH:27]=4)[N:20]=[CH:19][C:17]=3[CH2:18][N:13]([C:3]3[C:4]([F:12])=[C:5]([O:10][CH3:11])[CH:6]=[C:7]([O:8][CH3:9])[C:2]=3[F:1])[C:14]2=[O:44])=[CH:31][CH:32]=1. (2) Given the reactants [F:1][C:2]1([F:40])[C@@H:7]([O:8][C:9]2[CH:16]=[CH:15][C:14]([C:17]3[N:22]=[C:21]([NH:23][C:24]4[CH:29]=[CH:28][C:27]([N:30]5[CH2:35][CH2:34][N:33]([CH:36]6[CH2:39][O:38][CH2:37]6)[CH2:32][CH2:31]5)=[CH:26][CH:25]=4)[N:20]=[CH:19][N:18]=3)=[CH:13][C:10]=2[C:11]#[N:12])[CH2:6][CH2:5][NH:4][CH2:3]1.CN(C(ON1N=NC2C=CC=NC1=2)=[N+](C)C)C.F[P-](F)(F)(F)(F)F.CCN(C(C)C)C(C)C.[O:74]=[C:75]1[NH:79][C@H:78]([C:80](O)=[O:81])[CH2:77][S:76]1, predict the reaction product. The product is: [F:40][C:2]1([F:1])[C@@H:7]([O:8][C:9]2[CH:16]=[CH:15][C:14]([C:17]3[N:22]=[C:21]([NH:23][C:24]4[CH:29]=[CH:28][C:27]([N:30]5[CH2:35][CH2:34][N:33]([CH:36]6[CH2:37][O:38][CH2:39]6)[CH2:32][CH2:31]5)=[CH:26][CH:25]=4)[N:20]=[CH:19][N:18]=3)=[CH:13][C:10]=2[C:11]#[N:12])[CH2:6][CH2:5][N:4]([C:80]([C@@H:78]2[CH2:77][S:76][C:75](=[O:74])[NH:79]2)=[O:81])[CH2:3]1. (3) Given the reactants [OH:1][N:2]=[C:3]([C:5]1[CH:6]=[CH:7][C:8]2[N:9]([CH:11]=[CH:12][N:13]=2)[CH:10]=1)[NH2:4].[F:14][C:15]1[CH:23]=[CH:22][C:18]([C:19](O)=O)=[CH:17][N:16]=1.N, predict the reaction product. The product is: [F:14][C:15]1[N:16]=[CH:17][C:18]([C:19]2[O:1][N:2]=[C:3]([C:5]3[CH:6]=[CH:7][C:8]4[N:9]([CH:11]=[CH:12][N:13]=4)[CH:10]=3)[N:4]=2)=[CH:22][CH:23]=1. (4) Given the reactants C(NC(C)C)(C)C.[Li].Cl[Si](C)(C)C.[CH3:14][C:15]1([CH3:22])[C:20](=[O:21])[CH2:19][CH2:18][O:17][CH2:16]1.C(N(CC)CC)C.[Br:30]N1C(=O)CCC1=O, predict the reaction product. The product is: [Br:30][CH:19]1[CH2:18][O:17][CH2:16][C:15]([CH3:22])([CH3:14])[C:20]1=[O:21].